The task is: Predict which catalyst facilitates the given reaction.. This data is from Catalyst prediction with 721,799 reactions and 888 catalyst types from USPTO. (1) Reactant: [CH3:1][CH2:2][CH2:3][CH2:4][CH2:5][NH2:6].C(=O)([O-])[O-].[K+].[K+].[N+:13]([C:16]1[CH:21]=[CH:20][CH:19]=[CH:18][C:17]=1[C:22]1[CH:27]=[CH:26][C:25]([CH2:28]Br)=[CH:24][CH:23]=1)([O-:15])=[O:14].C(OCC)(=O)C. Product: [N+:13]([C:16]1[CH:21]=[CH:20][CH:19]=[CH:18][C:17]=1[C:22]1[CH:27]=[CH:26][C:25]([CH2:28][NH:6][CH2:5][CH2:4][CH2:3][CH2:2][CH3:1])=[CH:24][CH:23]=1)([O-:15])=[O:14]. The catalyst class is: 9. (2) Reactant: [CH3:1][O:2][CH2:3][CH2:4][N:5]1[CH:9]=[N:8][N:7]=[C:6]1[CH:10]1[CH2:15][CH2:14][CH2:13][CH:12]([NH2:16])[CH2:11]1.F[C:18]1[CH:25]=[CH:24][C:21]([C:22]#[N:23])=[C:20]([C:26]([F:29])([F:28])[F:27])[CH:19]=1.CCN(C(C)C)C(C)C. Product: [CH3:1][O:2][CH2:3][CH2:4][N:5]1[CH:9]=[N:8][N:7]=[C:6]1[CH:10]1[CH2:15][CH2:14][CH2:13][CH:12]([NH:16][C:18]2[CH:25]=[CH:24][C:21]([C:22]#[N:23])=[C:20]([C:26]([F:27])([F:29])[F:28])[CH:19]=2)[CH2:11]1. The catalyst class is: 16. (3) Reactant: [H-].[Al+3].[Li+].[H-].[H-].[H-].C([O:9][C:10](=O)[CH2:11][CH2:12][C-:13]1[CH:17]=[CH:16][CH:15]=[C:14]1[S:18][C:19]([CH3:22])([CH3:21])[CH3:20])C.[CH-:24]1[CH:28]=[CH:27][CH:26]=[CH:25]1.[Fe+2:29]. Product: [C:19]([S:18][C:14]1[C-:13]([CH2:12][CH2:11][CH2:10][OH:9])[CH:17]=[CH:16][CH:15]=1)([CH3:22])([CH3:21])[CH3:20].[CH-:24]1[CH:28]=[CH:27][CH:26]=[CH:25]1.[Fe+2:29]. The catalyst class is: 28. (4) Reactant: [H-].[Na+].[CH2:3]([OH:7])[C:4]#[C:5][CH3:6].Cl[C:9]1[CH:14]=[C:13]([CH2:15][C:16]2[CH:21]=[CH:20][C:19]([F:22])=[CH:18][C:17]=2[F:23])[N:12]=[CH:11][N:10]=1.[Cl-].[NH4+]. Product: [CH2:3]([O:7][C:9]1[CH:14]=[C:13]([CH2:15][C:16]2[CH:21]=[CH:20][C:19]([F:22])=[CH:18][C:17]=2[F:23])[N:12]=[CH:11][N:10]=1)[C:4]#[C:5][CH3:6]. The catalyst class is: 7.